Dataset: Catalyst prediction with 721,799 reactions and 888 catalyst types from USPTO. Task: Predict which catalyst facilitates the given reaction. (1) Reactant: [C:1]([Si:5]([C:39]1[CH:44]=[CH:43][CH:42]=[CH:41][CH:40]=1)([C:33]1[CH:38]=[CH:37][CH:36]=[CH:35][CH:34]=1)[O:6][CH2:7][C:8]([C:11]1[CH:12]=[C:13]([NH2:32])[N:14]([C:16]2[CH:21]=[CH:20][CH:19]=[C:18]([O:22][CH2:23][CH2:24][O:25][CH:26]3[CH2:31][CH2:30][CH2:29][CH2:28][O:27]3)[CH:17]=2)[N:15]=1)([CH3:10])[CH3:9])([CH3:4])([CH3:3])[CH3:2].[OH-].[Na+].Cl[C:48]([O:50][CH2:51][C:52]([Cl:55])([Cl:54])[Cl:53])=[O:49]. Product: [Cl:53][C:52]([Cl:55])([Cl:54])[CH2:51][O:50][C:48](=[O:49])[NH:32][C:13]1[N:14]([C:16]2[CH:21]=[CH:20][CH:19]=[C:18]([O:22][CH2:23][CH2:24][O:25][CH:26]3[CH2:31][CH2:30][CH2:29][CH2:28][O:27]3)[CH:17]=2)[N:15]=[C:11]([C:8]([CH3:10])([CH3:9])[CH2:7][O:6][Si:5]([C:1]([CH3:2])([CH3:3])[CH3:4])([C:39]2[CH:40]=[CH:41][CH:42]=[CH:43][CH:44]=2)[C:33]2[CH:38]=[CH:37][CH:36]=[CH:35][CH:34]=2)[CH:12]=1. The catalyst class is: 161. (2) Reactant: [C:1]1([C:7]2[N:12]=[C:11]3[CH2:13][CH2:14][CH2:15][C:10]3=[C:9]([NH:16][C:17]3[CH:22]=[CH:21][C:20]([CH2:23][C:24]([O:26][CH2:27][CH3:28])=[O:25])=[CH:19][CH:18]=3)[CH:8]=2)[CH2:6][CH2:5][CH2:4][CH2:3][CH:2]=1.[H][H]. Product: [CH:1]1([C:7]2[N:12]=[C:11]3[CH2:13][CH2:14][CH2:15][C:10]3=[C:9]([NH:16][C:17]3[CH:22]=[CH:21][C:20]([CH2:23][C:24]([O:26][CH2:27][CH3:28])=[O:25])=[CH:19][CH:18]=3)[CH:8]=2)[CH2:2][CH2:3][CH2:4][CH2:5][CH2:6]1. The catalyst class is: 29. (3) Reactant: [NH2:1][C:2]1[CH:3]=[C:4]([CH:7]=[C:8]([O:10][C:11]2[CH:12]=[N:13][CH:14]=[N:15][CH:16]=2)[CH:9]=1)[C:5]#[N:6].[F:17][C:18]1[CH:19]=[C:20]([CH:24]=[CH:25][CH:26]=1)[C:21](O)=[O:22].F[P-](F)(F)(F)(F)F.N1(OC(N(C)C)=[N+](C)C)C2N=CC=CC=2N=N1.C(N(CC)C(C)C)(C)C. Product: [C:5]([C:4]1[CH:3]=[C:2]([NH:1][C:21](=[O:22])[C:20]2[CH:24]=[CH:25][CH:26]=[C:18]([F:17])[CH:19]=2)[CH:9]=[C:8]([O:10][C:11]2[CH:16]=[N:15][CH:14]=[N:13][CH:12]=2)[CH:7]=1)#[N:6]. The catalyst class is: 59. (4) Reactant: Cl.Cl.[NH:3]1[CH2:7][CH2:6][C@H:5]([NH:8][C:9]([C:11]2[CH:31]=[CH:30][C:14]3[N:15]([CH3:29])[C:16]([NH:18][C:19]4[S:20][C:21]5[CH:27]=[C:26]([Cl:28])[CH:25]=[CH:24][C:22]=5[N:23]=4)=[N:17][C:13]=3[CH:12]=2)=[O:10])[CH2:4]1.Br[CH2:33][CH2:34][OH:35].C([O-])([O-])=O.[Cs+].[Cs+]. Product: [OH:35][CH2:34][CH2:33][N:3]1[CH2:7][CH2:6][C@H:5]([NH:8][C:9]([C:11]2[CH:31]=[CH:30][C:14]3[N:15]([CH3:29])[C:16]([NH:18][C:19]4[S:20][C:21]5[CH:27]=[C:26]([Cl:28])[CH:25]=[CH:24][C:22]=5[N:23]=4)=[N:17][C:13]=3[CH:12]=2)=[O:10])[CH2:4]1. The catalyst class is: 3. (5) Reactant: [CH3:1][C:2]1[CH:9]=[CH:8][C:5]([CH2:6]Br)=[CH:4][C:3]=1[Br:10].[CH3:11][C:12]([O:15][C:16]([NH:18][C:19]([O:21][C:22]([CH3:25])([CH3:24])[CH3:23])=[O:20])=[O:17])([CH3:14])[CH3:13].[H-].[Na+]. Product: [C:22]([O:21][C:19]([N:18]([CH2:6][C:5]1[CH:8]=[CH:9][C:2]([CH3:1])=[C:3]([Br:10])[CH:4]=1)[C:16]([O:15][C:12]([CH3:14])([CH3:13])[CH3:11])=[O:17])=[O:20])([CH3:25])([CH3:24])[CH3:23]. The catalyst class is: 7. (6) Reactant: [CH3:1][C@H:2]1[CH2:11][CH2:10][C@@H:9]2[C@:4]([CH3:14])([CH2:5][CH2:6][CH2:7][C:8]2([CH3:13])[CH3:12])[C@H:3]1[CH2:15][C:16]([C:18]1[CH:23]=[C:22]([O:24][CH3:25])[CH:21]=[C:20]([O:26][CH3:27])[CH:19]=1)=[O:17].[H-].[H-].[H-].[H-].[Li+].[Al+3].O.[OH-].[Na+]. Product: [CH3:1][C@H:2]1[CH2:11][CH2:10][C@@H:9]2[C@:4]([CH3:14])([CH2:5][CH2:6][CH2:7][C:8]2([CH3:13])[CH3:12])[C@H:3]1[CH2:15][CH:16]([C:18]1[CH:19]=[C:20]([O:26][CH3:27])[CH:21]=[C:22]([O:24][CH3:25])[CH:23]=1)[OH:17]. The catalyst class is: 49. (7) Reactant: [OH:1][CH:2]([C:32]1[CH:37]=[CH:36][C:35]([OH:38])=[CH:34][CH:33]=1)[CH:3]([NH:18][C:19]([C:21]1[CH:22]=[CH:23][CH:24]=[C:25]2[CH2:31][CH2:30][CH2:29][CH:28]=[CH:27][C:26]=12)=[O:20])[CH2:4][C:5]1[CH:10]=[CH:9][CH:8]=[C:7]([O:11][C:12]([F:17])([F:16])[CH:13]([F:15])[F:14])[CH:6]=1.C(=O)([O-])[O-].[K+].[K+].[F:45][C:46]1[CH:53]=[CH:52][C:49]([CH2:50]Br)=[CH:48][CH:47]=1. Product: [F:45][C:46]1[CH:53]=[CH:52][C:49]([CH2:50][O:38][C:35]2[CH:36]=[CH:37][C:32]([CH:2]([OH:1])[CH:3]([NH:18][C:19]([C:21]3[CH:22]=[CH:23][CH:24]=[C:25]4[CH2:31][CH2:30][CH2:29][CH:28]=[CH:27][C:26]=34)=[O:20])[CH2:4][C:5]3[CH:10]=[CH:9][CH:8]=[C:7]([O:11][C:12]([F:16])([F:17])[CH:13]([F:15])[F:14])[CH:6]=3)=[CH:33][CH:34]=2)=[CH:48][CH:47]=1. The catalyst class is: 35.